The task is: Predict the reactants needed to synthesize the given product.. This data is from Full USPTO retrosynthesis dataset with 1.9M reactions from patents (1976-2016). (1) Given the product [CH2:20]([O:22][C:23](=[O:34])[CH2:24][C:25]1[CH:26]=[C:27]2[C:31](=[CH:32][CH:33]=1)[N:30]([C:2]1[C:3]3[CH2:19][CH2:18][CH2:17][C:4]=3[N:5]=[C:6]([C:8]3[CH:13]=[CH:12][C:11]([O:14][CH3:15])=[C:10]([F:16])[CH:9]=3)[N:7]=1)[N:29]=[CH:28]2)[CH3:21], predict the reactants needed to synthesize it. The reactants are: Cl[C:2]1[C:3]2[CH2:19][CH2:18][CH2:17][C:4]=2[N:5]=[C:6]([C:8]2[CH:13]=[CH:12][C:11]([O:14][CH3:15])=[C:10]([F:16])[CH:9]=2)[N:7]=1.[CH2:20]([O:22][C:23](=[O:34])[CH2:24][C:25]1[CH:26]=[C:27]2[C:31](=[CH:32][CH:33]=1)[NH:30][N:29]=[CH:28]2)[CH3:21]. (2) Given the product [C:13]([O:19][CH2:20][N:10]1[C:6]2[N:7]=[CH:8][N:9]=[C:4]([Cl:3])[C:5]=2[CH:12]=[CH:11]1)(=[O:18])[C:14]([CH3:17])([CH3:16])[CH3:15], predict the reactants needed to synthesize it. The reactants are: [H-].[Na+].[Cl:3][C:4]1[N:9]=[CH:8][NH:7][C:6]2=[N:10][CH:11]=[CH:12][C:5]=12.[C:13]([O:19][CH2:20]Cl)(=[O:18])[C:14]([CH3:17])([CH3:16])[CH3:15].O. (3) Given the product [Cl:1][C:2]1[CH:3]=[C:4]([N:8]([CH2:19][C:20]2[C:29]3[C:24](=[C:25]([F:30])[CH:26]=[CH:27][CH:28]=3)[NH:23][C:22](=[O:31])[CH:21]=2)[S:9]([C:12]2[S:16][CH:15]=[N:14][C:13]=2[CH3:17])(=[O:11])=[O:10])[CH:5]=[CH:6][CH:7]=1, predict the reactants needed to synthesize it. The reactants are: [Cl:1][C:2]1[CH:3]=[C:4]([NH:8][S:9]([C:12]2[S:16][CH:15]=[N:14][C:13]=2[CH3:17])(=[O:11])=[O:10])[CH:5]=[CH:6][CH:7]=1.Br[CH2:19][C:20]1[C:29]2[C:24](=[C:25]([F:30])[CH:26]=[CH:27][CH:28]=2)[NH:23][C:22](=[O:31])[CH:21]=1.C([O-])([O-])=O.[K+].[K+].CCOC(C)=O. (4) Given the product [N:13]1([CH2:12][CH2:11][CH2:10][CH2:9][OH:8])[C:25]2[C:24]3[CH:23]=[CH:22][CH:21]=[CH:20][C:19]=3[N:18]=[CH:17][C:16]=2[N:15]=[CH:14]1, predict the reactants needed to synthesize it. The reactants are: [Si]([O:8][CH2:9][CH2:10][CH2:11][CH2:12][N:13]1[C:25]2[C:24]3[CH:23]=[CH:22][CH:21]=[CH:20][C:19]=3[N:18]=[CH:17][C:16]=2[N:15]=[CH:14]1)(C(C)(C)C)(C)C.[F-].C([N+](CCCC)(CCCC)CCCC)CCC.